Dataset: Forward reaction prediction with 1.9M reactions from USPTO patents (1976-2016). Task: Predict the product of the given reaction. (1) Given the reactants [CH3:1][O:2][C:3]1[CH:8]=[C:7]([O:9][CH3:10])[CH:6]=[CH:5][C:4]=1[CH:11]([C:13]1[CH:18]=[CH:17][C:16]([O:19][CH2:20][CH2:21][OH:22])=[CH:15][CH:14]=1)[OH:12].[C:23](O[C:23](=[O:27])[C:24]([CH3:26])=[CH2:25])(=[O:27])[C:24]([CH3:26])=[CH2:25].C(N(CC)CC)C.O, predict the reaction product. The product is: [CH3:1][O:2][C:3]1[CH:8]=[C:7]([O:9][CH3:10])[CH:6]=[CH:5][C:4]=1[CH:11]([C:13]1[CH:18]=[CH:17][C:16]([O:19][CH2:20][CH2:21][O:22][C:23](=[O:27])[C:24]([CH3:26])=[CH2:25])=[CH:15][CH:14]=1)[OH:12]. (2) Given the reactants [CH3:1][C@H:2]([OH:6])[C:3]([OH:5])=[O:4].[CH3:7][N:8]([CH3:11])[CH:9]=[O:10].[CH:12]([Cl:15])([Cl:14])[Cl:13], predict the reaction product. The product is: [CH3:1][C@H:2]([OH:6])[C:3]([OH:5])=[O:4].[CH:12]([Cl:15])([Cl:14])[Cl:13].[CH3:7][N:8]([CH3:11])[CH:9]=[O:10]. (3) Given the reactants [NH2:1][C:2]1[CH:7]=[CH:6][C:5]([C:8](=[O:10])[CH3:9])=[CH:4][CH:3]=1.[O:11]1[C:15]2[CH:16]=[CH:17][C:18]([C:20]3[CH:24]=[C:23]([CH:25]=O)[NH:22][N:21]=3)=[CH:19][C:14]=2[O:13][CH2:12]1.[OH-].[K+], predict the reaction product. The product is: [NH2:1][C:2]1[CH:7]=[CH:6][C:5]([C:8](=[O:10])/[CH:9]=[CH:25]/[C:23]2[NH:22][N:21]=[C:20]([C:18]3[CH:17]=[CH:16][C:15]4[O:11][CH2:12][O:13][C:14]=4[CH:19]=3)[CH:24]=2)=[CH:4][CH:3]=1. (4) The product is: [CH2:44]([O:43][C:41](=[O:42])[CH2:40][CH:39]([C:35]1[CH:36]=[CH:37][CH:38]=[C:33]([CH2:32][O:31][C:28]2[CH:29]=[CH:30][C:25]([C:18]3[CH:19]=[C:20]([O:23][CH3:24])[CH:21]=[CH:22][C:17]=3[F:16])=[C:26]([CH2:49][C:50]([CH3:52])([CH3:51])[CH3:53])[CH:27]=2)[CH:34]=1)[CH2:46][C:47]([OH:8])=[O:48])[CH3:45]. Given the reactants P([O-])(O)(O)=O.[Na+].Cl([O-])=[O:8].[Na+].CC(=CC)C.[F:16][C:17]1[CH:22]=[CH:21][C:20]([O:23][CH3:24])=[CH:19][C:18]=1[C:25]1[CH:30]=[CH:29][C:28]([O:31][CH2:32][C:33]2[CH:34]=[C:35]([CH:39]([CH2:46][CH:47]=[O:48])[CH2:40][C:41]([O:43][CH2:44][CH3:45])=[O:42])[CH:36]=[CH:37][CH:38]=2)=[CH:27][C:26]=1[CH2:49][C:50]([CH3:53])([CH3:52])[CH3:51].Cl, predict the reaction product. (5) Given the reactants [F:1][C:2]1[CH:7]=[CH:6][C:5]([OH:8])=[CH:4][C:3]=1[C:9]([F:12])([F:11])[F:10].[H-].[Na+].[H][H].Br[CH2:18][C:19]([O:21][CH2:22][CH3:23])=[O:20], predict the reaction product. The product is: [F:1][C:2]1[CH:7]=[CH:6][C:5]([O:8][CH2:18][C:19]([O:21][CH2:22][CH3:23])=[O:20])=[CH:4][C:3]=1[C:9]([F:10])([F:11])[F:12]. (6) Given the reactants [C:1]([O:5][C:6](=[O:40])[NH:7][C@@H:8]([CH2:31][C:32]1[CH:37]=[C:36]([F:38])[CH:35]=[C:34]([F:39])[CH:33]=1)[C@@H:9]([OH:30])[CH2:10][C@H:11]([C:14](N1[C@H]2C3C=CC=CC=3C[C@H]2OC1(C)C)=[O:15])[CH2:12][CH3:13])([CH3:4])([CH3:3])[CH3:2].O.C1(C)C=CC(S(O)(=O)=O)=CC=1, predict the reaction product. The product is: [C:1]([O:5][C:6](=[O:40])[NH:7][C@H:8]([C@@H:9]1[CH2:10][C@@H:11]([CH2:12][CH3:13])[C:14](=[O:15])[O:30]1)[CH2:31][C:32]1[CH:33]=[C:34]([F:39])[CH:35]=[C:36]([F:38])[CH:37]=1)([CH3:2])([CH3:3])[CH3:4].